Dataset: NCI-60 drug combinations with 297,098 pairs across 59 cell lines. Task: Regression. Given two drug SMILES strings and cell line genomic features, predict the synergy score measuring deviation from expected non-interaction effect. (1) Drug 1: C1=C(C(=O)NC(=O)N1)N(CCCl)CCCl. Drug 2: C1CNP(=O)(OC1)N(CCCl)CCCl. Cell line: SF-295. Synergy scores: CSS=29.2, Synergy_ZIP=2.11, Synergy_Bliss=3.72, Synergy_Loewe=-21.6, Synergy_HSA=2.94. (2) Drug 1: CN1CCC(CC1)COC2=C(C=C3C(=C2)N=CN=C3NC4=C(C=C(C=C4)Br)F)OC. Drug 2: CC1C(C(CC(O1)OC2CC(CC3=C2C(=C4C(=C3O)C(=O)C5=C(C4=O)C(=CC=C5)OC)O)(C(=O)C)O)N)O.Cl. Cell line: NCIH23. Synergy scores: CSS=23.1, Synergy_ZIP=4.28, Synergy_Bliss=7.93, Synergy_Loewe=-8.72, Synergy_HSA=8.32. (3) Drug 1: C1=NC2=C(N1)C(=S)N=C(N2)N. Drug 2: CC(C)NC(=O)C1=CC=C(C=C1)CNNC.Cl. Cell line: CAKI-1. Synergy scores: CSS=42.9, Synergy_ZIP=-3.46, Synergy_Bliss=-5.46, Synergy_Loewe=-31.6, Synergy_HSA=-3.52.